This data is from Peptide-MHC class I binding affinity with 185,985 pairs from IEDB/IMGT. The task is: Regression. Given a peptide amino acid sequence and an MHC pseudo amino acid sequence, predict their binding affinity value. This is MHC class I binding data. (1) The peptide sequence is MFINDVHAL. The MHC is HLA-B57:01 with pseudo-sequence HLA-B57:01. The binding affinity (normalized) is 0.0847. (2) The peptide sequence is NEHKSTWHY. The MHC is HLA-B44:02 with pseudo-sequence HLA-B44:02. The binding affinity (normalized) is 0.590. (3) The peptide sequence is LLLGGTSEI. The MHC is HLA-A69:01 with pseudo-sequence HLA-A69:01. The binding affinity (normalized) is 0.377. (4) The peptide sequence is KLYERNTAF. The MHC is HLA-A30:01 with pseudo-sequence HLA-A30:01. The binding affinity (normalized) is 0.0743. (5) The peptide sequence is ENAVWDQFK. The MHC is HLA-A31:01 with pseudo-sequence HLA-A31:01. The binding affinity (normalized) is 0. (6) The peptide sequence is GLIYNRMGA. The MHC is HLA-A02:02 with pseudo-sequence HLA-A02:02. The binding affinity (normalized) is 0.188. (7) The peptide sequence is AVGVVCTGL. The MHC is HLA-A25:01 with pseudo-sequence HLA-A25:01. The binding affinity (normalized) is 0.0847. (8) The peptide sequence is MATMLEYVRY. The MHC is HLA-A11:01 with pseudo-sequence HLA-A11:01. The binding affinity (normalized) is 0.715. (9) The binding affinity (normalized) is 0.0847. The peptide sequence is GSGDDTWLI. The MHC is HLA-B57:01 with pseudo-sequence HLA-B57:01. (10) The peptide sequence is YLKKGRLSL. The binding affinity (normalized) is 0.0847. The MHC is HLA-A26:01 with pseudo-sequence HLA-A26:01.